This data is from Reaction yield outcomes from USPTO patents with 853,638 reactions. The task is: Predict the reaction yield, written as a fraction of the theoretical maximum amount of product (1.0 means a 100% yield; for example, 0.34 means a 34% yield). (1) The reactants are [CH3:1][C:2]1[C:10]([CH3:12])([CH3:11])[C:9]2[C:4](=[CH:5][CH:6]=[CH:7][CH:8]=2)[N:3]=1.[Cl-:13].[Br:14][CH2:15][CH2:16][CH2:17][N+:18]([CH2:23][CH3:24])([CH2:21][CH3:22])[CH2:19][CH3:20]. No catalyst specified. The product is [Cl-:13].[Br-:14].[CH3:1][C:2]1[C:10]([CH3:12])([CH3:11])[C:9]2[C:4](=[CH:5][CH:6]=[CH:7][CH:8]=2)[N+:3]=1[CH2:15][CH2:16][CH2:17][N+:18]([CH2:23][CH3:24])([CH2:21][CH3:22])[CH2:19][CH3:20]. The yield is 0.360. (2) The reactants are [H-].[Na+].[N+:3]([C:6]1[CH:20]=[CH:19][C:9]([CH2:10]P(=O)(OCC)OCC)=[CH:8][CH:7]=1)([O-:5])=[O:4].[F:21][C:22]1[CH:23]=[C:24]([CH:27]=[CH:28][CH:29]=1)[CH:25]=O.C(OCC)(=O)C. The catalyst is CN(C)C=O. The product is [F:21][C:22]1[CH:29]=[CH:28][CH:27]=[C:24](/[CH:25]=[CH:10]/[C:9]2[CH:8]=[CH:7][C:6]([N+:3]([O-:5])=[O:4])=[CH:20][CH:19]=2)[CH:23]=1. The yield is 0.820.